The task is: Predict which catalyst facilitates the given reaction.. This data is from Catalyst prediction with 721,799 reactions and 888 catalyst types from USPTO. (1) Reactant: [OH:1][N:2]([CH:5]([C:26]1[CH:31]=[CH:30][C:29]([O:32]COC)=[CH:28][CH:27]=1)[CH2:6][S:7]([C:10]1[CH:15]=[CH:14][C:13]([C:16]2[CH:21]=[CH:20][C:19]([C:22]([F:25])([F:24])[F:23])=[CH:18][CH:17]=2)=[CH:12][CH:11]=1)(=[O:9])=[O:8])[CH:3]=[O:4].O. Product: [OH:1][N:2]([CH:5]([C:26]1[CH:27]=[CH:28][C:29]([OH:32])=[CH:30][CH:31]=1)[CH2:6][S:7]([C:10]1[CH:11]=[CH:12][C:13]([C:16]2[CH:21]=[CH:20][C:19]([C:22]([F:23])([F:24])[F:25])=[CH:18][CH:17]=2)=[CH:14][CH:15]=1)(=[O:9])=[O:8])[CH:3]=[O:4]. The catalyst class is: 4. (2) Reactant: [CH2:1]([NH2:5])[CH2:2][CH2:3][CH3:4].[CH3:6][CH2:7][O:8][C:9]([CH3:11])=[O:10].[CH3:12][CH2:13][CH2:14]CCCC. Product: [CH2:1]([NH:5][CH:13]([CH3:14])/[CH:12]=[CH:11]/[C:9]([O:8][CH2:7][CH3:6])=[O:10])[CH2:2][CH2:3][CH3:4]. The catalyst class is: 707. (3) Reactant: [F:1][C:2]1[CH:10]=[C:9]2[C:5]([C:6]([CH3:21])([CH3:20])[N:7]([C:12]3[CH:13]=[N:14][CH:15]=[C:16]([CH2:18]O)[CH:17]=3)[C:8]2=[O:11])=[CH:4][CH:3]=1.S(Cl)([Cl:24])=O. Product: [Cl:24][CH2:18][C:16]1[CH:17]=[C:12]([N:7]2[C:6]([CH3:21])([CH3:20])[C:5]3[C:9](=[CH:10][C:2]([F:1])=[CH:3][CH:4]=3)[C:8]2=[O:11])[CH:13]=[N:14][CH:15]=1. The catalyst class is: 2. (4) Reactant: [NH2:1][C:2]1[C:11]2[N:10]=[CH:9][C:8]([CH2:12][CH2:13][C:14]3[CH:19]=[CH:18][C:17]([OH:20])=[CH:16][C:15]=3[CH3:21])=[CH:7][C:6]=2[C:5]2[CH:22]=[CH:23][C:24]([CH3:26])=[CH:25][C:4]=2[N:3]=1.[H-].[Na+].[F:29][C:30]([P:41](=[O:48])([O:45][CH2:46][CH3:47])[O:42][CH2:43][CH3:44])([F:40])[CH2:31][CH2:32][O:33][CH2:34][CH2:35][O:36][CH2:37][CH2:38]I. Product: [NH2:1][C:2]1[C:11]2[N:10]=[CH:9][C:8]([CH2:12][CH2:13][C:14]3[CH:19]=[CH:18][C:17]([O:20][CH2:38][CH2:37][O:36][CH2:35][CH2:34][O:33][CH2:32][CH2:31][C:30]([P:41](=[O:48])([O:45][CH2:46][CH3:47])[O:42][CH2:43][CH3:44])([F:29])[F:40])=[CH:16][C:15]=3[CH3:21])=[CH:7][C:6]=2[C:5]2[CH:22]=[CH:23][C:24]([CH3:26])=[CH:25][C:4]=2[N:3]=1. The catalyst class is: 288. (5) Reactant: [CH2:1]([NH:8][C:9](=[O:15])[C@@H:10]([CH2:12][O:13][CH3:14])[NH2:11])[C:2]1[CH:7]=[CH:6][CH:5]=[CH:4][CH:3]=1.CN(C1C=CC=CN=1)C.[C:25](OC(=O)C)(=[O:27])[CH3:26]. Product: [CH3:26][C:25]([NH:11][C@@H:10]([C:9]([NH:8][CH2:1][C:2]1[CH:7]=[CH:6][CH:5]=[CH:4][CH:3]=1)=[O:15])[CH2:12][O:13][CH3:14])=[O:27]. The catalyst class is: 2. (6) Reactant: CC(OC(/N=N/C(OC(C)(C)C)=O)=O)(C)C.C(P(CCCC)CCCC)CCC.[OH:30][C:31]1[CH:40]=[C:39]2[C:34]([CH:35]=[CH:36][CH:37]=[C:38]2[NH:41][C:42](=[O:55])[CH2:43][N:44]([CH2:52][CH2:53]O)[C:45]([O:47][C:48]([CH3:51])([CH3:50])[CH3:49])=[O:46])=[CH:33][CH:32]=1. Product: [C:48]([O:47][C:45]([N:44]1[CH2:52][CH2:53][N:41]([C:38]2[C:39]3[C:34](=[CH:33][CH:32]=[C:31]([OH:30])[CH:40]=3)[CH:35]=[CH:36][CH:37]=2)[C:42](=[O:55])[CH2:43]1)=[O:46])([CH3:49])([CH3:51])[CH3:50]. The catalyst class is: 7. (7) Reactant: [Br:1][C:2]1[CH:3]=[N:4][C:5]2[C:10]([CH:11]=1)=[N:9][CH:8]=[C:7]([CH:12]=[CH:13][O:14]CC)[CH:6]=2.C(O)=O. Product: [Br:1][C:2]1[CH:11]=[C:10]2[C:5]([CH:6]=[C:7]([CH2:12][CH:13]=[O:14])[CH:8]=[N:9]2)=[N:4][CH:3]=1. The catalyst class is: 26.